From a dataset of Forward reaction prediction with 1.9M reactions from USPTO patents (1976-2016). Predict the product of the given reaction. Given the reactants [Cl:1][C:2]1[C:7]([N+:8]([O-:10])=[O:9])=[C:6]([NH2:11])[CH:5]=[C:4]([Cl:12])[N:3]=1.[CH3:13][C:14]([O:17][C:18](O[C:18]([O:17][C:14]([CH3:16])([CH3:15])[CH3:13])=[O:19])=[O:19])([CH3:16])[CH3:15], predict the reaction product. The product is: [Cl:1][C:2]1[C:7]([N+:8]([O-:10])=[O:9])=[C:6]([NH:11][C:18](=[O:19])[O:17][C:14]([CH3:16])([CH3:15])[CH3:13])[CH:5]=[C:4]([Cl:12])[N:3]=1.